This data is from Experimentally validated miRNA-target interactions with 360,000+ pairs, plus equal number of negative samples. The task is: Binary Classification. Given a miRNA mature sequence and a target amino acid sequence, predict their likelihood of interaction. (1) The miRNA is hsa-miR-6879-3p with sequence UGUCACCCGCUCCUUGCCCAG. The protein sequence of the target gene is MPLPEPSEQEGESVKAGQEPSPKPGTDVIPAAPRKPREFSKLVLLTASDQDEDGVGSKPQEVHCVLSLEMAGPATLASTLQILPVEEQGGVVQPALEMPEQKCSKLDAAAPQSLEFLRTPFGGRLLVLESFLYKQEKAVGDKVYWKCRQHAELGCRGRAITRGLRATVMRGHCHAPDEQGLEARRQREKLPSLALPEGLGEPQGPEGPGGRVEEPLEGVGPWQCPEEPEPTPGLVLSKPALEEEEAPRALSLLSLPPKKRSILGLGQARPLEFLRTCYGGSFLVHESFLYKREKAVGDKV.... Result: 0 (no interaction). (2) The miRNA is hsa-miR-4803 with sequence UAACAUAAUAGUGUGGAUUGA. Result: 0 (no interaction). The protein sequence of the target gene is MAEPSGAETRPQIRVTVKTPKDKEEIVICDQASVKEFKEEISRRFKAQQDQLVLIFAGKILKDGDTLSQHGIKDGLTVHLVIKTPQKAQDPVTAAASPPSTPDSASAPSTTPASPAAAPVQPCSSGNTTSDAGSGGGPSPVAAEGPSSATASILSGFGGILGLGSLGLGSANFMELQQQMQRQLMSNPEMLSQIMENPLVQDMMSNPDLMRHMIMANPQMQQLMERNPEISHMLNNPELMRQTMELARNPAMMQEMMRNQDRALSNLESVPGGYNALRRMYTDIQEPMFTAAREQFGNNP.... (3) The miRNA is bta-miR-16a with sequence UAGCAGCACGUAAAUAUUGGUG. The protein sequence of the target gene is MAVFPNSCLAGCLLIFILLQLPKLDSAPFDVIGPQEPILAVVGEDAELPCRLSPNVSAKGMELRWFREKVSPAVFVSREGQEQEGEEMAEYRGRVSLVEDHIAEGSVAVRIQEVKASDDGEYRCFFRQDENYEEAIVHLKVAALGSDPHISMKVQESGEIQLECTSVGWYPEPQVQWRTHRGEEFPSMSESRNPDEEGLFTVRASVIIRDSSMKNVSCCIRNLLLGQEKEVEVSIPASFFPRLTPWMVAVAVILVVLGLLTIGSIFFTWRLYKERSRQRRNEFSSKEKLLEELKWKRATL.... Result: 1 (interaction).